From a dataset of Reaction yield outcomes from USPTO patents with 853,638 reactions. Predict the reaction yield, written as a fraction of the theoretical maximum amount of product (1.0 means a 100% yield; for example, 0.34 means a 34% yield). (1) The reactants are [NH:1]1[CH2:5][CH2:4][CH2:3][C:2]1=[O:6].[CH:7]1[CH:8]=[CH:9][C:10](P([C:7]2[C:12]([C:7]3[C:12](P([C:7]4[CH:12]=[CH:11][CH:10]=[CH:9][CH:8]=4)[C:7]4[CH:12]=[CH:11][CH:10]=[CH:9][CH:8]=4)=[CH:11][CH:10]=[C:9]4[C:8]=3C=CC=C4)=[C:11]3[C:10](C=CC=C3)=[CH:9][CH:8]=2)[C:7]2[CH:12]=[CH:11][CH:10]=[CH:9][CH:8]=2)=[CH:11][CH:12]=1.C(=O)([O-])[O-].[Cs+].[Cs+].BrC1C=CC=CC=1. The catalyst is C1(C)C=CC=CC=1.C([O-])(=O)C.[Pd+2].C([O-])(=O)C. The product is [C:7]1([N:1]2[CH2:5][CH2:4][CH2:3][C:2]2=[O:6])[CH:8]=[CH:9][CH:10]=[CH:11][CH:12]=1. The yield is 0.240. (2) The product is [F:23][C:24]1[CH:29]=[C:28]([F:30])[CH:27]=[CH:26][C:25]=1[C:2]1[CH:3]=[C:4]2[C:9](=[CH:10][CH:11]=1)[N:8]=[C:7]([S:12]([C:15]1[CH:20]=[CH:19][CH:18]=[CH:17][C:16]=1[CH2:21][OH:22])(=[O:14])=[O:13])[CH:6]=[CH:5]2. The reactants are Cl[C:2]1[CH:3]=[C:4]2[C:9](=[CH:10][CH:11]=1)[N:8]=[C:7]([S:12]([C:15]1[CH:20]=[CH:19][CH:18]=[CH:17][C:16]=1[CH2:21][OH:22])(=[O:14])=[O:13])[CH:6]=[CH:5]2.[F:23][C:24]1[CH:29]=[C:28]([F:30])[CH:27]=[CH:26][C:25]=1B(O)O.C1(P(C2CCCCC2)C2C=CC=CC=2C2C=CC=CC=2C)CCCCC1.P([O-])([O-])([O-])=O.[K+].[K+].[K+].[OH-].[Na+]. The catalyst is C([O-])(=O)C.[Pd+2].C([O-])(=O)C. The yield is 0.170. (3) The reactants are [CH3:1][N:2]1[CH2:7][CH2:6][CH:5]([NH:8][C:9]2[CH:14]=[CH:13][C:12]([NH2:15])=[CH:11][CH:10]=2)[CH2:4][CH2:3]1.Cl[C:17]1[N:26]=[CH:25][C:24]2[C:19](=[C:20]([C:27]3[CH:28]=[C:29]([NH:33][C:34](=[O:37])[CH:35]=[CH2:36])[CH:30]=[CH:31][CH:32]=3)[CH:21]=[CH:22][CH:23]=2)[N:18]=1.C(O)(C(F)(F)F)=O. The catalyst is CCCCO. The product is [CH3:1][N:2]1[CH2:3][CH2:4][CH:5]([NH:8][C:9]2[CH:14]=[CH:13][C:12]([NH:15][C:17]3[N:26]=[CH:25][C:24]4[C:19](=[C:20]([C:27]5[CH:28]=[C:29]([NH:33][C:34](=[O:37])[CH:35]=[CH2:36])[CH:30]=[CH:31][CH:32]=5)[CH:21]=[CH:22][CH:23]=4)[N:18]=3)=[CH:11][CH:10]=2)[CH2:6][CH2:7]1. The yield is 0.310. (4) The reactants are [C:1]([C:3]1[N:8]=[CH:7][C:6]([NH:9][C:10]([C:12]2[C:20]3[C:15](=[CH:16][CH:17]=[C:18]([C:21]4[CH:22]=[N:23][CH:24]=[C:25]([CH2:27][N:28]5[CH2:33][CH2:32][CH2:31][CH2:30][CH2:29]5)[CH:26]=4)[CH:19]=3)[NH:14][N:13]=2)=[O:11])=[CH:5][CH:4]=1)#[N:2].S(=O)(=O)(O)[OH:35].[NH4+].[OH-]. The catalyst is C(O)(=O)C. The product is [C:1]([C:3]1[N:8]=[CH:7][C:6]([NH:9][C:10]([C:12]2[C:20]3[C:15](=[CH:16][CH:17]=[C:18]([C:21]4[CH:22]=[N:23][CH:24]=[C:25]([CH2:27][N:28]5[CH2:33][CH2:32][CH2:31][CH2:30][CH2:29]5)[CH:26]=4)[CH:19]=3)[NH:14][N:13]=2)=[O:11])=[CH:5][CH:4]=1)(=[O:35])[NH2:2]. The yield is 0.937. (5) The reactants are [C:1]([C:5]1[CH:10]=[CH:9][C:8]([N+:11]([O-:13])=[O:12])=[CH:7][C:6]=1N)([CH3:4])([CH3:3])[CH3:2].N([O-])=O.[Na+].[O-:19][S:20]([O-:22])=O.[Na+].[Na+].[ClH:25]. The catalyst is O.[O-]S([O-])(=O)=O.[Cu+2]. The product is [C:1]([C:5]1[CH:10]=[CH:9][C:8]([N+:11]([O-:13])=[O:12])=[CH:7][C:6]=1[S:20]([Cl:25])(=[O:22])=[O:19])([CH3:4])([CH3:3])[CH3:2]. The yield is 0.170. (6) The reactants are [C:1]([C:3]1[CH:8]=[CH:7][CH:6]=[CH:5][C:4]=1[C:9]1[CH:14]=[CH:13][C:12]([CH2:15][C:16]2[C:17](=[O:42])[N:18]([CH:29]3[CH2:34][CH2:33][CH:32]([O:35][CH2:36]C(OCC)=O)[CH2:31][CH2:30]3)[C:19]3[N:20]([N:25]=[C:26]([CH3:28])[N:27]=3)[C:21]=2[CH2:22][CH2:23][CH3:24])=[CH:11][CH:10]=1)#[N:2].C[Mg]Br.Cl. The catalyst is O1CCCC1. The product is [OH:35][C:32]([CH3:33])([CH3:31])[CH2:36][O:35][C@H:32]1[CH2:33][CH2:34][C@H:29]([N:18]2[C:17](=[O:42])[C:16]([CH2:15][C:12]3[CH:11]=[CH:10][C:9]([C:4]4[C:3]([C:1]#[N:2])=[CH:8][CH:7]=[CH:6][CH:5]=4)=[CH:14][CH:13]=3)=[C:21]([CH2:22][CH2:23][CH3:24])[N:20]3[N:25]=[C:26]([CH3:28])[N:27]=[C:19]23)[CH2:30][CH2:31]1. The yield is 0.560. (7) The reactants are [Cl:1][CH:2]1[CH2:7][CH2:6][N:5]([S:8]([C:11]2[CH:17]=[CH:16][C:14]([NH2:15])=[CH:13][CH:12]=2)(=[O:10])=[O:9])[CH2:4][CH2:3]1.[N+:18]([C:21]1[O:25][C:24]([C:26](Cl)=[O:27])=[CH:23][CH:22]=1)([O-:20])=[O:19].C(#N)C. The catalyst is C(Cl)Cl. The product is [Cl:1][CH:2]1[CH2:7][CH2:6][N:5]([S:8]([C:11]2[CH:17]=[CH:16][C:14]([NH:15][C:26]([C:24]3[O:25][C:21]([N+:18]([O-:20])=[O:19])=[CH:22][CH:23]=3)=[O:27])=[CH:13][CH:12]=2)(=[O:10])=[O:9])[CH2:4][CH2:3]1. The yield is 0.310.